This data is from Forward reaction prediction with 1.9M reactions from USPTO patents (1976-2016). The task is: Predict the product of the given reaction. (1) Given the reactants [Br:1][C:2]1[CH:3]=[C:4]([CH2:8][NH:9][CH2:10][C@:11]2([OH:29])[CH2:16][CH2:15][CH2:14][C@H:13]([CH2:17][N:18]3[C:22]4[CH:23]=[C:24]([C:27]#[N:28])[CH:25]=[CH:26][C:21]=4[N:20]=[CH:19]3)[CH2:12]2)[CH:5]=[CH:6][CH:7]=1.C1N=CN([C:35](N2C=NC=C2)=[O:36])C=1, predict the reaction product. The product is: [Br:1][C:2]1[CH:3]=[C:4]([CH2:8][N:9]2[CH2:10][C@@:11]3([CH2:16][CH2:15][CH2:14][C@H:13]([CH2:17][N:18]4[C:22]5[CH:23]=[C:24]([C:27]#[N:28])[CH:25]=[CH:26][C:21]=5[N:20]=[CH:19]4)[CH2:12]3)[O:29][C:35]2=[O:36])[CH:5]=[CH:6][CH:7]=1. (2) Given the reactants Br[C:2]1[CH:3]=[C:4]([CH3:9])[CH:5]=[C:6]([Br:8])[CH:7]=1.Cl, predict the reaction product. The product is: [CH2:4]([C:2]1[CH:7]=[C:6]([Br:8])[CH:5]=[C:4]([CH3:9])[CH:3]=1)[CH2:3][CH2:2][CH2:7][CH2:6][CH3:5]. (3) Given the reactants [NH2:1][CH:2]([C:5]1[CH:10]=[CH:9][CH:8]=[C:7]([Br:11])[CH:6]=1)[CH2:3][OH:4].[C:12]([N:16]=[C:17]=[S:18])([CH3:15])([CH3:14])[CH3:13], predict the reaction product. The product is: [C:12]([NH:16][C:17]([NH:1][CH:2]([C:5]1[CH:10]=[CH:9][CH:8]=[C:7]([Br:11])[CH:6]=1)[CH2:3][OH:4])=[S:18])([CH3:15])([CH3:14])[CH3:13]. (4) Given the reactants [N+:1]([O-:4])(O)=[O:2].[Br:5][C:6]1[CH:11]=[CH:10][C:9]([OH:12])=[C:8]([C:13]([CH3:16])([CH3:15])[CH3:14])[CH:7]=1.CCOCC, predict the reaction product. The product is: [Br:5][C:6]1[CH:11]=[C:10]([N+:1]([O-:4])=[O:2])[C:9]([OH:12])=[C:8]([C:13]([CH3:16])([CH3:15])[CH3:14])[CH:7]=1.